This data is from Full USPTO retrosynthesis dataset with 1.9M reactions from patents (1976-2016). The task is: Predict the reactants needed to synthesize the given product. (1) Given the product [Cl:1][C:2]1[CH:24]=[C:23]([Cl:25])[CH:22]=[CH:21][C:3]=1[CH2:4][O:5][C:6]1[C:11]([CH3:12])=[C:10]([O:13][CH2:37][CH2:36][O:35][CH3:34])[CH:9]=[CH:8][C:7]=1/[CH:14]=[CH:15]/[C:16]([O:18][CH2:19][CH3:20])=[O:17], predict the reactants needed to synthesize it. The reactants are: [Cl:1][C:2]1[CH:24]=[C:23]([Cl:25])[CH:22]=[CH:21][C:3]=1[CH2:4][O:5][C:6]1[C:11]([CH3:12])=[C:10]([OH:13])[CH:9]=[CH:8][C:7]=1/[CH:14]=[CH:15]/[C:16]([O:18][CH2:19][CH3:20])=[O:17].C(=O)([O-])[O-].[K+].[K+].[I-].[Na+].[CH3:34][O:35][CH2:36][CH2:37]Br. (2) Given the product [NH:25]([C:2]1[C:3]([CH:5]=[C:6]([NH:10][C:11]2[C:20]3[C:15](=[CH:16][C:17]([O:23][CH3:24])=[C:18]([O:21][CH3:22])[CH:19]=3)[N:14]=[CH:13][N:12]=2)[C:7](=[O:9])[CH:8]=1)=[O:4])[C:26]1[CH:31]=[CH:30][CH:29]=[CH:28][CH:27]=1, predict the reactants needed to synthesize it. The reactants are: Cl[C:2]1[C:3]([CH:5]=[C:6]([NH:10][C:11]2[C:20]3[C:15](=[CH:16][C:17]([O:23][CH3:24])=[C:18]([O:21][CH3:22])[CH:19]=3)[N:14]=[CH:13][N:12]=2)[C:7](=[O:9])[CH:8]=1)=[O:4].[NH2:25][C:26]1[CH:31]=[CH:30][CH:29]=[CH:28][CH:27]=1. (3) The reactants are: [CH:1]([C:5]1[CH:10]=[CH:9][C:8]([OH:11])=[CH:7][CH:6]=1)([CH2:3][CH3:4])[CH3:2].[C:12](=O)([O-])[O-].[K+].[K+].CI.O. Given the product [CH:1]([C:5]1[CH:6]=[CH:7][C:8]([O:11][CH3:12])=[CH:9][CH:10]=1)([CH2:3][CH3:4])[CH3:2], predict the reactants needed to synthesize it. (4) Given the product [OH:57][C:53]([CH3:54])([CH3:52])[C:55]#[C:56][C:2]1[CH:3]=[CH:4][C:5]2[O:11][CH2:10][CH2:9][N:8]3[C:12]([CH2:18][NH:19][CH:20]([CH3:22])[CH3:21])=[C:13]([C:15]([NH2:17])=[O:16])[N:14]=[C:7]3[C:6]=2[CH:23]=1, predict the reactants needed to synthesize it. The reactants are: Br[C:2]1[CH:3]=[CH:4][C:5]2[O:11][CH2:10][CH2:9][N:8]3[C:12]([CH2:18][NH:19][CH:20]([CH3:22])[CH3:21])=[C:13]([C:15]([NH2:17])=[O:16])[N:14]=[C:7]3[C:6]=2[CH:23]=1.BrC1C=CC2OCCN3C(CN4CCCC4)=C(C(N)=O)N=C3C=2C=1.C(N)(C)C.[CH3:52][C:53]([OH:57])([C:55]#[CH:56])[CH3:54]. (5) Given the product [CH3:8][C:7]1[CH:6]=[C:5]([C:19]2[N:20]=[C:21]([N:39]3[CH2:40][CH2:41][O:42][CH2:43][CH2:44]3)[C:22]3[CH:27]=[C:26]([CH2:28][N:29]4[CH2:30][CH2:31][N:32]([S:35]([CH3:38])(=[O:36])=[O:37])[CH2:33][CH2:34]4)[S:25][C:23]=3[N:24]=2)[CH:4]=[N:3][C:2]=1[CH3:1], predict the reactants needed to synthesize it. The reactants are: [CH3:1][C:2]1[C:7]([CH3:8])=[CH:6][C:5](B2OC(C)(C)C(C)(C)O2)=[CH:4][N:3]=1.Cl[C:19]1[N:20]=[C:21]([N:39]2[CH2:44][CH2:43][O:42][CH2:41][CH2:40]2)[C:22]2[CH:27]=[C:26]([CH2:28][N:29]3[CH2:34][CH2:33][N:32]([S:35]([CH3:38])(=[O:37])=[O:36])[CH2:31][CH2:30]3)[S:25][C:23]=2[N:24]=1. (6) The reactants are: [Br:1][CH2:2][CH2:3][CH2:4][N:5]1[C:13]([O:14]C)=[N:12][C:11]2[C:6]1=[N:7][C:8]([O:17][CH2:18][CH2:19][CH2:20][CH3:21])=[N:9][C:10]=2[NH2:16].Cl.O1CCOCC1.N. Given the product [NH2:16][C:10]1[N:9]=[C:8]([O:17][CH2:18][CH2:19][CH2:20][CH3:21])[N:7]=[C:6]2[C:11]=1[NH:12][C:13](=[O:14])[N:5]2[CH2:4][CH2:3][CH2:2][Br:1], predict the reactants needed to synthesize it. (7) Given the product [NH2:9][C:6]1[CH:7]=[CH:8][C:3]([O:2][CH3:1])=[C:4]([C:12](=[O:14])[CH3:13])[CH:5]=1, predict the reactants needed to synthesize it. The reactants are: [CH3:1][O:2][C:3]1[CH:8]=[CH:7][C:6]([N+:9]([O-])=O)=[CH:5][C:4]=1[C:12](=[O:14])[CH3:13]. (8) Given the product [CH3:2][C:1]([N:5]([CH3:6])[C:14]([Cl:13])=[O:16])([CH3:4])[CH3:3], predict the reactants needed to synthesize it. The reactants are: [C:1]([NH:5][CH3:6])([CH3:4])([CH3:3])[CH3:2].N1C=CC=CC=1.[Cl:13][C:14](Cl)([O:16]C(=O)OC(Cl)(Cl)Cl)Cl. (9) Given the product [Cl:1][C:2]1[CH:3]=[C:4]2[C:8](=[CH:9][CH:10]=1)[N:7]([C:11]1[CH:16]=[CH:15][CH:14]=[C:13]([C:17]([F:19])([F:18])[F:20])[CH:12]=1)[C:6]([CH:21]([NH:29][C:30]1[CH:31]=[CH:32][C:33]([C:34]([O:36][CH3:37])=[O:35])=[CH:38][CH:39]=1)[CH2:22][CH2:23][CH2:24][CH2:25][CH2:26][CH3:27])=[CH:5]2, predict the reactants needed to synthesize it. The reactants are: [Cl:1][C:2]1[CH:3]=[C:4]2[C:8](=[CH:9][CH:10]=1)[N:7]([C:11]1[CH:16]=[CH:15][CH:14]=[C:13]([C:17]([F:20])([F:19])[F:18])[CH:12]=1)[C:6]([C:21](=O)[CH2:22][CH2:23][CH2:24][CH2:25][CH2:26][CH3:27])=[CH:5]2.[NH2:29][C:30]1[CH:39]=[CH:38][C:33]([C:34]([O:36][CH3:37])=[O:35])=[CH:32][CH:31]=1.C(=O)([O-])O.[Na+].C([BH3-])#N.[Na+].